Predict which catalyst facilitates the given reaction. From a dataset of Catalyst prediction with 721,799 reactions and 888 catalyst types from USPTO. (1) Reactant: [CH2:1]([O:8][C@@H:9]1[CH2:14][CH2:13][CH2:12][N:11]([C:15]([C:17]2[N:22]=[N:21][C:20]([C:23]([NH:25][C@@H:26]([CH:29]([CH3:31])[CH3:30])[CH2:27][OH:28])=O)=[C:19]([CH2:32][CH:33]([CH3:35])[CH3:34])[CH:18]=2)=[O:16])[CH2:10]1)[C:2]1[CH:7]=[CH:6][CH:5]=[CH:4][CH:3]=1.CC(OI1(OC(C)=O)(OC(C)=O)OC(=O)C2C=CC=CC1=2)=O.C1C=CC(P(C2C=CC=CC=2)C2C=CC=CC=2)=CC=1.C(C1C=CC=C(C(C)(C)C)N=1)(C)(C)C.BrC(C(Br)(Cl)Cl)(Cl)Cl.C1CCN2C(=NCCC2)CC1. Product: [CH2:1]([O:8][C@@H:9]1[CH2:14][CH2:13][CH2:12][N:11]([C:15]([C:17]2[N:22]=[N:21][C:20]([C:23]3[O:28][CH:27]=[C:26]([CH:29]([CH3:30])[CH3:31])[N:25]=3)=[C:19]([CH2:32][CH:33]([CH3:34])[CH3:35])[CH:18]=2)=[O:16])[CH2:10]1)[C:2]1[CH:7]=[CH:6][CH:5]=[CH:4][CH:3]=1. The catalyst class is: 759. (2) The catalyst class is: 3. Reactant: FC(F)(F)S([O:6][Si:7]([CH:14]([CH3:16])[CH3:15])([CH:11]([CH3:13])[CH3:12])[CH:8]([CH3:10])[CH3:9])(=O)=O.[F:19][C:20]1[CH:21]=[CH:22][C:23]2[N:24]([C:26]([N:29]3[CH2:33][CH2:32][C@H:31](O)[CH2:30]3)=[N:27][N:28]=2)[CH:25]=1.CCN(CC)CC. Product: [F:19][C:20]1[CH:21]=[CH:22][C:23]2[N:24]([C:26]([N:29]3[CH2:33][CH2:32][C@H:31]([O:6][Si:7]([CH:8]([CH3:9])[CH3:10])([CH:11]([CH3:12])[CH3:13])[CH:14]([CH3:15])[CH3:16])[CH2:30]3)=[N:27][N:28]=2)[CH:25]=1. (3) Reactant: CS(O)(=O)=O.CS(O)(=O)=O.[NH2:11][C:12]1[C:19](=[O:20])[N:15]2[CH2:16][CH2:17][CH2:18][N:14]2[C:13]=1[NH2:21].[NH2:22][C:23]1[C:24]([Cl:31])=[C:25]([OH:30])[C:26]([CH3:29])=[CH:27][CH:28]=1.N.OO. Product: [NH2:21][C:13]1[N:14]2[CH2:18][CH2:17][CH2:16][N:15]2[C:19](=[O:20])[C:12]=1/[N:11]=[C:28]1/[C:23]([NH2:22])=[C:24]([Cl:31])[C:25](=[O:30])[C:26]([CH3:29])=[CH:27]/1. The catalyst class is: 97. (4) Reactant: [CH2:1]([C:3]1[N:4]([C:28]2[CH:33]=[CH:32][C:31]([O:34][C:35]([CH3:39])([CH3:38])[CH2:36][OH:37])=[CH:30][CH:29]=2)[C:5](=[O:27])[C:6]([CH2:12][C:13]2[CH:18]=[CH:17][C:16]([C:19]3[C:20]([C:25]#[N:26])=[CH:21][CH:22]=[CH:23][CH:24]=3)=[CH:15][CH:14]=2)=[C:7]([CH2:9][CH2:10][CH3:11])[N:8]=1)[CH3:2].[H-].[Na+].[CH3:42]I. Product: [CH2:1]([C:3]1[N:4]([C:28]2[CH:29]=[CH:30][C:31]([O:34][C:35]([CH3:39])([CH3:38])[CH2:36][O:37][CH3:42])=[CH:32][CH:33]=2)[C:5](=[O:27])[C:6]([CH2:12][C:13]2[CH:14]=[CH:15][C:16]([C:19]3[C:20]([C:25]#[N:26])=[CH:21][CH:22]=[CH:23][CH:24]=3)=[CH:17][CH:18]=2)=[C:7]([CH2:9][CH2:10][CH3:11])[N:8]=1)[CH3:2]. The catalyst class is: 42. (5) Reactant: Br[C:2]1[N:6]2[C:7]3[CH:19]=[CH:18][CH:17]=[N:16][C:8]=3[NH:9][C:10]3[CH:15]=[CH:14][CH:13]=[CH:12][C:11]=3[C:5]2=[N:4][C:3]=1[C:20]1[CH:25]=[CH:24][CH:23]=[CH:22][CH:21]=1.CC1(C)C(C)(C)OB([C:34]2[CH:39]=[CH:38][C:37]([C:40]3([NH:44][C:45](=[O:51])[O:46][C:47]([CH3:50])([CH3:49])[CH3:48])[CH2:43][O:42][CH2:41]3)=[CH:36][CH:35]=2)O1.P([O-])([O-])([O-])=O.[K+].[K+].[K+]. The catalyst class is: 38. Product: [C:20]1([C:3]2[N:4]=[C:5]3[C:11]4[CH:12]=[CH:13][CH:14]=[CH:15][C:10]=4[NH:9][C:8]4[N:16]=[CH:17][CH:18]=[CH:19][C:7]=4[N:6]3[C:2]=2[C:34]2[CH:35]=[CH:36][C:37]([C:40]3([NH:44][C:45](=[O:51])[O:46][C:47]([CH3:49])([CH3:48])[CH3:50])[CH2:43][O:42][CH2:41]3)=[CH:38][CH:39]=2)[CH:21]=[CH:22][CH:23]=[CH:24][CH:25]=1. (6) Reactant: [Br:1][C:2]1[CH:3]=[C:4]([CH2:10][C:11]([OH:13])=[O:12])[CH:5]=[CH:6][C:7]=1[O:8]C.B(Br)(Br)Br. Product: [Br:1][C:2]1[CH:3]=[C:4]([CH2:10][C:11]([OH:13])=[O:12])[CH:5]=[CH:6][C:7]=1[OH:8]. The catalyst class is: 4. (7) Reactant: N[C:2]1[CH:3]=[C:4]([CH:8]=[C:9]([S:11]([CH3:14])(=[O:13])=[O:12])[CH:10]=1)[C:5]([OH:7])=[O:6].N([O-])=[O:16].[Na+]. Product: [OH:16][C:2]1[CH:3]=[C:4]([CH:8]=[C:9]([S:11]([CH3:14])(=[O:13])=[O:12])[CH:10]=1)[C:5]([OH:7])=[O:6]. The catalyst class is: 561. (8) Reactant: C1(NC2N3N=CC(C=O)=C3N=C([C:16]3[S:20][C:19]([C:21](O)=[O:22])=[CH:18][CH:17]=3)C=2)CC1.CCN=C=NCCCN(C)C.CCN(CC)CC.C1C=CC2N(O)N=NC=2C=1.[CH3:52][O:53][CH2:54][CH2:55][CH2:56][NH2:57]. Product: [CH3:52][O:53][CH2:54][CH2:55][CH2:56][NH:57][C:21]([C:19]1[S:20][CH:16]=[CH:17][CH:18]=1)=[O:22]. The catalyst class is: 39.